From a dataset of Full USPTO retrosynthesis dataset with 1.9M reactions from patents (1976-2016). Predict the reactants needed to synthesize the given product. (1) Given the product [C:22]([NH:25][C:26]1[CH:31]=[C:30]([C:19]2[C:9]3[N:10]([C:13]4[CH:18]=[CH:17][CH:16]=[CH:15][CH:14]=4)[CH:11]=[N:12][C:8]=3[CH:7]=[C:6]([C:4]([O:3][CH2:1][CH3:2])=[O:5])[CH:20]=2)[CH:29]=[CH:28][CH:27]=1)(=[O:24])[CH3:23], predict the reactants needed to synthesize it. The reactants are: [CH2:1]([O:3][C:4]([C:6]1[CH:20]=[C:19](I)[C:9]2[N:10]([C:13]3[CH:18]=[CH:17][CH:16]=[CH:15][CH:14]=3)[CH:11]=[N:12][C:8]=2[CH:7]=1)=[O:5])[CH3:2].[C:22]([NH:25][C:26]1[CH:27]=[C:28](B(O)O)[CH:29]=[CH:30][CH:31]=1)(=[O:24])[CH3:23].C(O)CCO.C(=O)([O-])[O-].[K+].[K+]. (2) The reactants are: [F:1][C:2]1[C:3]([C:10]([F:13])([F:12])[F:11])=[N:4][CH:5]=[CH:6][C:7]=1[CH2:8][OH:9]. Given the product [F:1][C:2]1[C:3]([C:10]([F:12])([F:13])[F:11])=[N:4][CH:5]=[CH:6][C:7]=1[CH:8]=[O:9], predict the reactants needed to synthesize it.